From a dataset of NCI-60 drug combinations with 297,098 pairs across 59 cell lines. Regression. Given two drug SMILES strings and cell line genomic features, predict the synergy score measuring deviation from expected non-interaction effect. (1) Drug 1: C1CNP(=O)(OC1)N(CCCl)CCCl. Drug 2: C1CCC(C(C1)N)N.C(=O)(C(=O)[O-])[O-].[Pt+4]. Cell line: A549. Synergy scores: CSS=5.31, Synergy_ZIP=-10.5, Synergy_Bliss=-17.7, Synergy_Loewe=-18.0, Synergy_HSA=-17.6. (2) Drug 1: CC1=C2C(C(=O)C3(C(CC4C(C3C(C(C2(C)C)(CC1OC(=O)C(C(C5=CC=CC=C5)NC(=O)OC(C)(C)C)O)O)OC(=O)C6=CC=CC=C6)(CO4)OC(=O)C)OC)C)OC. Drug 2: C1C(C(OC1N2C=NC(=NC2=O)N)CO)O. Cell line: MOLT-4. Synergy scores: CSS=92.3, Synergy_ZIP=6.51, Synergy_Bliss=6.23, Synergy_Loewe=6.66, Synergy_HSA=8.47.